From a dataset of Catalyst prediction with 721,799 reactions and 888 catalyst types from USPTO. Predict which catalyst facilitates the given reaction. (1) Reactant: [Cl:1][C:2]1[C:7]([N:8]2[CH2:13][CH2:12][CH:11]([C:14]3[CH:19]=[CH:18][CH:17]=[CH:16][C:15]=3[O:20][CH3:21])[CH2:10][CH2:9]2)=[CH:6][N:5]=[N:4][C:3]=1[NH:22][NH:23][C:24](=O)[CH2:25][CH:26]1[CH2:28][CH2:27]1.P(Cl)(Cl)(Cl)=O. Product: [Cl:1][C:2]1[C:3]2[N:4]([C:24]([CH2:25][CH:26]3[CH2:28][CH2:27]3)=[N:23][N:22]=2)[N:5]=[CH:6][C:7]=1[N:8]1[CH2:9][CH2:10][CH:11]([C:14]2[CH:19]=[CH:18][CH:17]=[CH:16][C:15]=2[O:20][CH3:21])[CH2:12][CH2:13]1. The catalyst class is: 10. (2) Reactant: Cl[C:2]1[C:7]([Cl:8])=[CH:6][CH:5]=[CH:4][C:3]=1[N+:9]([O-:11])=[O:10].[NH:12]1[CH2:17][CH2:16][CH2:15][CH2:14][CH2:13]1. Product: [Cl:8][C:7]1[CH:6]=[CH:5][CH:4]=[C:3]([N+:9]([O-:11])=[O:10])[C:2]=1[N:12]1[CH2:17][CH2:16][CH2:15][CH2:14][CH2:13]1. The catalyst class is: 25.